Task: Predict the product of the given reaction.. Dataset: Forward reaction prediction with 1.9M reactions from USPTO patents (1976-2016) (1) The product is: [C:27]1([S:26][CH:22]([CH2:21][CH2:15][CH3:16])[C:23](=[O:25])[CH3:24])[CH:32]=[CH:31][CH:30]=[CH:29][CH:28]=1. Given the reactants CC(O)C#CCC.C1(S)C=CC=CC=1.[C:15]1([CH2:21][CH:22]([S:26][C:27]2[CH:32]=[CH:31][CH:30]=[CH:29][CH:28]=2)[C:23](=[O:25])[CH3:24])C=CC=C[CH:16]=1, predict the reaction product. (2) Given the reactants [C:1]([C:4]1[CH:8]([CH:9]2[CH2:14][CH2:13][CH2:12][CH2:11][CH2:10]2)[N:7]([C:15]2[CH:20]=[CH:19][C:18]([CH3:21])=[CH:17][CH:16]=2)[C:6](=[O:22])[C:5]=1O)(=[O:3])[CH3:2].C([O-])=O.[NH4+:27].O, predict the reaction product. The product is: [C:1]([C:4]1[CH:8]([CH:9]2[CH2:14][CH2:13][CH2:12][CH2:11][CH2:10]2)[N:7]([C:15]2[CH:20]=[CH:19][C:18]([CH3:21])=[CH:17][CH:16]=2)[C:6](=[O:22])[C:5]=1[NH2:27])(=[O:3])[CH3:2]. (3) Given the reactants N1C=CC=CC=1.[NH2:7][C:8]1[CH:9]=[C:10]([CH:20]=[CH:21][C:22]=1[O:23][CH3:24])[C:11]([NH:13][C:14]1[CH:19]=[CH:18][CH:17]=[CH:16][CH:15]=1)=[O:12].[S:25](Cl)([C:28]1[C:40]2[CH:39]=[CH:38][CH:37]=[C:33]([N:34]([CH3:36])[CH3:35])[C:32]=2[CH:31]=[CH:30][CH:29]=1)(=[O:27])=[O:26], predict the reaction product. The product is: [CH3:35][N:34]([CH3:36])[C:33]1[CH:37]=[CH:38][CH:39]=[C:40]2[C:32]=1[CH:31]=[CH:30][CH:29]=[C:28]2[S:25]([NH:7][C:8]1[CH:9]=[C:10]([CH:20]=[CH:21][C:22]=1[O:23][CH3:24])[C:11]([NH:13][C:14]1[CH:19]=[CH:18][CH:17]=[CH:16][CH:15]=1)=[O:12])(=[O:27])=[O:26]. (4) Given the reactants I[C:2]1[S:3][CH:4]=[CH:5][CH:6]=1.[CH2:7]([NH2:12])[CH2:8][CH2:9][CH2:10][CH3:11].[O-]P([O-])([O-])=O.[K+].[K+].[K+].O, predict the reaction product. The product is: [CH2:7]([NH:12][C:2]1[S:3][CH:4]=[CH:5][CH:6]=1)[CH2:8][CH2:9][CH2:10][CH3:11]. (5) Given the reactants F[C:2]1[CH:12]=[CH:11][C:5]([C:6]([O:8][CH2:9][CH3:10])=[O:7])=[CH:4][CH:3]=1.[CH:13]([S:16][Na])([CH3:15])[CH3:14], predict the reaction product. The product is: [CH:13]([S:16][C:2]1[CH:12]=[CH:11][C:5]([C:6]([O:8][CH2:9][CH3:10])=[O:7])=[CH:4][CH:3]=1)([CH3:15])[CH3:14]. (6) Given the reactants Cl.C(N=C=NCCCN(C)C)C.[CH2:13]([O:15][P:16]([CH2:21][C:22]([OH:24])=O)([O:18][CH2:19][CH3:20])=[O:17])[CH3:14].[NH2:25][CH:26]([C:30]1[CH:59]=[CH:58][C:33]([O:34][CH2:35][CH2:36][O:37][CH2:38][CH2:39][O:40][CH2:41][CH2:42][N:43]([C:51]([O:53][C:54]([CH3:57])([CH3:56])[CH3:55])=[O:52])[C:44]([O:46][C:47]([CH3:50])([CH3:49])[CH3:48])=[O:45])=[CH:32][CH:31]=1)[CH2:27][CH2:28][CH3:29].C(OCC)(=O)C, predict the reaction product. The product is: [CH2:19]([O:18][P:16]([CH2:21][C:22]([NH:25][CH:26]([C:30]1[CH:31]=[CH:32][C:33]([O:34][CH2:35][CH2:36][O:37][CH2:38][CH2:39][O:40][CH2:41][CH2:42][N:43]([C:51]([O:53][C:54]([CH3:57])([CH3:56])[CH3:55])=[O:52])[C:44]([O:46][C:47]([CH3:48])([CH3:49])[CH3:50])=[O:45])=[CH:58][CH:59]=1)[CH2:27][CH2:28][CH3:29])=[O:24])([O:15][CH2:13][CH3:14])=[O:17])[CH3:20].